From a dataset of Catalyst prediction with 721,799 reactions and 888 catalyst types from USPTO. Predict which catalyst facilitates the given reaction. (1) Reactant: [C:1]([O:7][CH2:8][C@@H:9]([O:36][C:37]([CH3:40])([CH3:39])[CH3:38])[C:10]1[C:11]([C:29]2[CH:34]=[CH:33][C:32]([Cl:35])=[CH:31][CH:30]=2)=[C:12]2[C:17](=[CH:18][C:19]=1[CH3:20])[N:16]=[C:15](OS([C:25]([F:28])([F:27])[F:26])(=O)=O)[CH:14]=[CH:13]2)(=[O:6])[C:2]([CH3:5])([CH3:4])[CH3:3].[Cl:41][C:42]1[CH:47]=[CH:46][C:45](B(O)O)=[CH:44][CH:43]=1.[C:51]([O-])([O-:53])=[O:52].[Na+].[Na+]. Product: [C:1]([O:7][CH2:8][C@H:9]([C:10]1[C:11]([C:29]2[CH:34]=[CH:33][C:32]([Cl:35])=[CH:31][CH:30]=2)=[C:12]2[C:17](=[CH:18][C:19]=1[CH3:20])[N:16]=[C:15]([C:45]1[CH:46]=[CH:47][C:42]([Cl:41])=[CH:43][CH:44]=1)[CH:14]=[CH:13]2)[O:36][C:37]([CH3:40])([CH3:39])[CH3:38])(=[O:6])[C:2]([CH3:3])([CH3:5])[CH3:4].[C:51]([OH:53])([C:25]([F:26])([F:27])[F:28])=[O:52]. The catalyst class is: 104. (2) Reactant: [OH:1][C:2]1[CH:3]=[N:4][C:5]([C:8]2[CH:9]=[C:10]([CH:25]=[CH:26][CH:27]=2)[CH2:11][C:12]2[C:17](=[O:18])[CH:16]=[CH:15][N:14]([C:19]3[CH:20]=[N:21][N:22]([CH3:24])[CH:23]=3)[N:13]=2)=[N:6][CH:7]=1.C([O-])([O-])=O.[K+].[K+].[CH3:34][C@H:35]1[O:37][C@H:36]1[CH3:38]. Product: [OH:37][CH:36]([CH3:38])[CH:35]([CH3:34])[O:1][C:2]1[CH:3]=[N:4][C:5]([C:8]2[CH:9]=[C:10]([CH:25]=[CH:26][CH:27]=2)[CH2:11][C:12]2[C:17](=[O:18])[CH:16]=[CH:15][N:14]([C:19]3[CH:20]=[N:21][N:22]([CH3:24])[CH:23]=3)[N:13]=2)=[N:6][CH:7]=1. The catalyst class is: 163. (3) Reactant: [F:1][C:2]1[CH:3]=[C:4]([CH:45]=[CH:46][CH:47]=1)[CH2:5][N:6]1[C:10]([CH3:11])=[C:9]([C:12]2[C:20]3[C:15](=[N:16][CH:17]=[C:18]([C:21]4[CH:22]=[CH:23][C:24]([O:32][CH3:33])=[C:25]([S:27]([NH:30][CH3:31])(=[O:29])=[O:28])[CH:26]=4)[CH:19]=3)[N:14](S(C3C=CC(C)=CC=3)(=O)=O)[CH:13]=2)[C:8]([CH3:44])=[N:7]1.[OH-].[Li+]. Product: [F:1][C:2]1[CH:3]=[C:4]([CH:45]=[CH:46][CH:47]=1)[CH2:5][N:6]1[C:10]([CH3:11])=[C:9]([C:12]2[C:20]3[C:15](=[N:16][CH:17]=[C:18]([C:21]4[CH:22]=[CH:23][C:24]([O:32][CH3:33])=[C:25]([S:27]([NH:30][CH3:31])(=[O:28])=[O:29])[CH:26]=4)[CH:19]=3)[NH:14][CH:13]=2)[C:8]([CH3:44])=[N:7]1. The catalyst class is: 87. (4) Reactant: [N+:1]([C:4]1[C:5]([OH:14])=[CH:6][C:7]2[O:11][N:10]=[C:9]([OH:12])[C:8]=2[CH:13]=1)([O-:3])=[O:2].[C:15](=O)([O-])[O-].[K+].[K+].[CH2:21](Br)[CH:22]=[CH2:23].CCO[C:28]([CH3:30])=O. Product: [CH2:21]([O:12][C:9]1[C:8]2[CH:13]=[C:4]([N+:1]([O-:3])=[O:2])[C:5]([O:14][CH2:15][CH:28]=[CH2:30])=[CH:6][C:7]=2[O:11][N:10]=1)[CH:22]=[CH2:23]. The catalyst class is: 18. (5) Reactant: Cl[CH2:2][CH2:3][CH2:4][O:5][CH2:6][CH2:7][C:8]1[CH:9]=[CH:10][C:11]2[S:15][CH:14]=[CH:13][C:12]=2[CH:16]=1.[NH:17]1[CH2:20][CH:19]([NH:21][C:22](=[O:24])[CH3:23])[CH2:18]1.O.C(OCC)(=O)C. Product: [S:15]1[C:11]2[CH:10]=[CH:9][C:8]([CH2:7][CH2:6][O:5][CH2:4][CH2:3][CH2:2][N:17]3[CH2:20][CH:19]([NH:21][C:22](=[O:24])[CH3:23])[CH2:18]3)=[CH:16][C:12]=2[CH:13]=[CH:14]1. The catalyst class is: 9. (6) Reactant: [C:1]([C:4]1[S:8][C:7]([I:9])=[CH:6][CH:5]=1)(=[O:3])[CH3:2].[CH3:10][N:11]([CH3:20])[C:12]1[CH:19]=[CH:18][C:15]([CH:16]=O)=[CH:14][CH:13]=1.[OH-].[K+].O. Product: [CH3:10][N:11]([CH3:20])[C:12]1[CH:19]=[CH:18][C:15](/[CH:16]=[CH:2]/[C:1]([C:4]2[S:8][C:7]([I:9])=[CH:6][CH:5]=2)=[O:3])=[CH:14][CH:13]=1. The catalyst class is: 8. (7) The catalyst class is: 4. Reactant: [F:1][C:2]([F:6])([F:5])[CH2:3][OH:4].N1C=CC=CC=1.[S:13](O[S:13]([C:16]([F:19])([F:18])[F:17])(=[O:15])=[O:14])([C:16]([F:19])([F:18])[F:17])(=[O:15])=[O:14]. Product: [F:1][C:2]([F:6])([F:5])[CH2:3][O:4][S:13]([C:16]([F:19])([F:18])[F:17])(=[O:15])=[O:14]. (8) Reactant: [C:1]([O:5][C:6]([N:8]([CH2:19][CH2:20][C:21]1[CH:26]=[CH:25][C:24]([S:27]([C:30]2[CH:31]=[C:32]([CH:36]=[CH:37][CH:38]=2)[C:33]([OH:35])=O)(=[O:29])=[O:28])=[CH:23][CH:22]=1)[CH2:9][C@@H:10]([C:12]1[CH:17]=[CH:16][CH:15]=[C:14]([Cl:18])[CH:13]=1)[OH:11])=[O:7])([CH3:4])([CH3:3])[CH3:2].[OH:39][CH:40]1[CH2:45][CH2:44][NH:43][CH2:42][CH2:41]1.ON1C2C=CC=CC=2N=N1.Cl.CN(C)CCCN=C=NCC. Product: [Cl:18][C:14]1[CH:13]=[C:12]([C@@H:10]([OH:11])[CH2:9][N:8]([CH2:19][CH2:20][C:21]2[CH:22]=[CH:23][C:24]([S:27]([C:30]3[CH:38]=[CH:37][CH:36]=[C:32]([C:33]([N:43]4[CH2:44][CH2:45][CH:40]([OH:39])[CH2:41][CH2:42]4)=[O:35])[CH:31]=3)(=[O:29])=[O:28])=[CH:25][CH:26]=2)[C:6](=[O:7])[O:5][C:1]([CH3:2])([CH3:4])[CH3:3])[CH:17]=[CH:16][CH:15]=1. The catalyst class is: 9.